This data is from Forward reaction prediction with 1.9M reactions from USPTO patents (1976-2016). The task is: Predict the product of the given reaction. (1) Given the reactants [Cl:1][C:2]1[CH:7]=[CH:6][C:5]([N:8]2[C:13](=[O:14])[C:12]3[CH:15]=[N:16][N:17]([C:18]4[CH:23]=[CH:22][CH:21]=[C:20]([S:24]([CH3:27])(=[O:26])=[O:25])[CH:19]=4)[C:11]=3[N:10]=[C:9]2[C:28]2[CH:33]=[CH:32][C:31](B3OC(C)(C)C(C)(C)O3)=[CH:30][CH:29]=2)=[CH:4][CH:3]=1.Br[C:44]1[N:49]=[CH:48][CH:47]=[CH:46][N:45]=1.C(=O)([O-])[O-].[Cs+].[Cs+], predict the reaction product. The product is: [Cl:1][C:2]1[CH:3]=[CH:4][C:5]([N:8]2[C:13](=[O:14])[C:12]3[CH:15]=[N:16][N:17]([C:18]4[CH:23]=[CH:22][CH:21]=[C:20]([S:24]([CH3:27])(=[O:26])=[O:25])[CH:19]=4)[C:11]=3[N:10]=[C:9]2[C:28]2[CH:29]=[CH:30][C:31]([C:44]3[N:49]=[CH:48][CH:47]=[CH:46][N:45]=3)=[CH:32][CH:33]=2)=[CH:6][CH:7]=1. (2) Given the reactants [CH3:1][NH:2][CH2:3][CH2:4][NH:5][CH3:6].C(N(CC)CC)C.[C:22](O[C:22]([O:24][C:25]([CH3:28])([CH3:27])[CH3:26])=[O:23])([O:24][C:25]([CH3:28])([CH3:27])[CH3:26])=[O:23], predict the reaction product. The product is: [C:25]([O:24][C:22]([N:2]([CH3:1])[CH2:3][CH2:4][NH:5][CH3:6])=[O:23])([CH3:26])([CH3:27])[CH3:28].